From a dataset of NCI-60 drug combinations with 297,098 pairs across 59 cell lines. Regression. Given two drug SMILES strings and cell line genomic features, predict the synergy score measuring deviation from expected non-interaction effect. (1) Drug 1: C1=C(C(=O)NC(=O)N1)N(CCCl)CCCl. Drug 2: CCN(CC)CCCC(C)NC1=C2C=C(C=CC2=NC3=C1C=CC(=C3)Cl)OC. Cell line: A549. Synergy scores: CSS=30.6, Synergy_ZIP=-0.528, Synergy_Bliss=6.54, Synergy_Loewe=3.35, Synergy_HSA=6.39. (2) Drug 1: C1=CN(C=N1)CC(O)(P(=O)(O)O)P(=O)(O)O. Drug 2: CC1C(C(CC(O1)OC2CC(OC(C2O)C)OC3=CC4=CC5=C(C(=O)C(C(C5)C(C(=O)C(C(C)O)O)OC)OC6CC(C(C(O6)C)O)OC7CC(C(C(O7)C)O)OC8CC(C(C(O8)C)O)(C)O)C(=C4C(=C3C)O)O)O)O. Cell line: CAKI-1. Synergy scores: CSS=30.0, Synergy_ZIP=1.83, Synergy_Bliss=-3.82, Synergy_Loewe=-23.6, Synergy_HSA=-2.11. (3) Synergy scores: CSS=16.4, Synergy_ZIP=-5.48, Synergy_Bliss=-3.76, Synergy_Loewe=-11.9, Synergy_HSA=-4.94. Drug 2: C1=NC(=NC(=O)N1C2C(C(C(O2)CO)O)O)N. Drug 1: C1CC(C1)(C(=O)O)C(=O)O.[NH2-].[NH2-].[Pt+2]. Cell line: KM12. (4) Drug 2: C1C(C(OC1N2C=C(C(=O)NC2=O)F)CO)O. Cell line: HL-60(TB). Drug 1: COC1=C(C=C2C(=C1)N=CN=C2NC3=CC(=C(C=C3)F)Cl)OCCCN4CCOCC4. Synergy scores: CSS=77.1, Synergy_ZIP=13.8, Synergy_Bliss=15.5, Synergy_Loewe=14.5, Synergy_HSA=17.6.